From a dataset of Catalyst prediction with 721,799 reactions and 888 catalyst types from USPTO. Predict which catalyst facilitates the given reaction. (1) Reactant: [CH3:1][C:2](=O)[CH2:3][CH2:4][C:5](=O)[CH3:6].[CH2:9]([CH2:11][NH2:12])[OH:10].C(O)(=O)C(C)(C)C.CCCCCCC.O1CCCC1.C1(C)C=CC=CC=1. Product: [OH:10][CH2:9][CH2:11][N:12]1[C:2]([CH3:1])=[CH:3][CH:4]=[C:5]1[CH3:6]. The catalyst class is: 46. (2) Reactant: [CH:1]1([NH:5][C:6]([C@@H:8]2[CH2:12][CH2:11][CH2:10][N:9]2[C:13](=[O:31])[C@@H:14]([CH3:30])[O:15][C:16]2[C:25]3[C:20](=[CH:21][C:22]([CH3:26])=[CH:23][CH:24]=3)[N:19]=[C:18]([C:27](O)=[O:28])[CH:17]=2)=[O:7])[CH2:4][CH2:3][CH2:2]1.CCN(C(C)C)C(C)C.C1C=NC2N(O)N=NC=2C=1.[CH2:51]([O:55][C:56]([N:58]1[CH2:63][CH2:62][N:61]([C:64](=[O:77])[C@@H:65]([NH2:76])[CH2:66][CH2:67][O:68][CH2:69][C:70]2[CH:75]=[CH:74][CH:73]=[CH:72][CH:71]=2)[CH2:60][CH2:59]1)=[O:57])[CH2:52][CH2:53][CH3:54]. Product: [CH2:51]([O:55][C:56]([N:58]1[CH2:59][CH2:60][N:61]([C:64](=[O:77])[C@@H:65]([NH:76][C:27]([C:18]2[CH:17]=[C:16]([O:15][C@H:14]([CH3:30])[C:13]([N:9]3[CH2:10][CH2:11][CH2:12][C@H:8]3[C:6](=[O:7])[NH:5][CH:1]3[CH2:4][CH2:3][CH2:2]3)=[O:31])[C:25]3[C:20](=[CH:21][C:22]([CH3:26])=[CH:23][CH:24]=3)[N:19]=2)=[O:28])[CH2:66][CH2:67][O:68][CH2:69][C:70]2[CH:71]=[CH:72][CH:73]=[CH:74][CH:75]=2)[CH2:62][CH2:63]1)=[O:57])[CH2:52][CH2:53][CH3:54]. The catalyst class is: 607. (3) Reactant: [CH2:1]([O:8][C:9]1[N:10]=[C:11]([O:18][CH2:19][C:20]2[CH:25]=[CH:24][CH:23]=[CH:22][CH:21]=2)[C:12]2[NH:17][CH:16]=[CH:15][C:13]=2[N:14]=1)[C:2]1[CH:7]=[CH:6][CH:5]=[CH:4][CH:3]=1.C1C(=O)N([I:33])C(=O)C1. Product: [I:33][C:15]1[C:13]2[N:14]=[C:9]([O:8][CH2:1][C:2]3[CH:3]=[CH:4][CH:5]=[CH:6][CH:7]=3)[N:10]=[C:11]([O:18][CH2:19][C:20]3[CH:25]=[CH:24][CH:23]=[CH:22][CH:21]=3)[C:12]=2[NH:17][CH:16]=1. The catalyst class is: 2. (4) Reactant: [C:1]1([OH:7])[CH:6]=[CH:5][CH:4]=[CH:3][CH:2]=1.[CH3:8][C:9]1(O)[CH2:13][CH2:12][CH2:11][CH2:10]1.OS(O)(=O)=O. Product: [CH3:8][C:9]1([C:4]2[CH:5]=[CH:6][C:1]([OH:7])=[CH:2][CH:3]=2)[CH2:13][CH2:12][CH2:11][CH2:10]1. The catalyst class is: 67. (5) The catalyst class is: 9. Product: [C:19]1(=[O:20])[NH:18][C:16](=[O:17])[C:15]2=[CH:21][CH:22]=[CH:23][CH:13]=[C:14]12. Reactant: C1(C)C=CC(S(OCC[C:13]2[CH:23]=[CH:22][CH:21]=[C:15]3[C:16]([NH:18][C:19](=[O:20])[C:14]=23)=[O:17])(=O)=O)=CC=1.[I-].[K+].C(=O)([O-])O.[Na+]. (6) Reactant: [Br:1][C:2]1[CH:3]=[C:4]2[C:9](=[CH:10][CH:11]=1)[CH:8]=[C:7]([O:12][CH2:13][CH2:14][C@@H:15]([N:26]1[CH:30]=[C:29]([C:31]([NH2:33])=[O:32])[N:28]=[CH:27]1)[C@@H:16]([O:18][Si](C(C)(C)C)(C)C)[CH3:17])[CH:6]=[CH:5]2.[F-].C([N+](CCCC)(CCCC)CCCC)CCC. Product: [Br:1][C:2]1[CH:3]=[C:4]2[C:9](=[CH:10][CH:11]=1)[CH:8]=[C:7]([O:12][CH2:13][CH2:14][C@@H:15]([N:26]1[CH:30]=[C:29]([C:31]([NH2:33])=[O:32])[N:28]=[CH:27]1)[C@@H:16]([OH:18])[CH3:17])[CH:6]=[CH:5]2. The catalyst class is: 1. (7) Reactant: [CH3:1][O:2][C:3]1[CH:31]=[CH:30][C:6]([CH2:7][N:8]2[C:16]3[C:11](=[CH:12][CH:13]=[C:14]([N:17]4[CH2:22][CH2:21][N:20](C(OC(C)(C)C)=O)[CH2:19][CH2:18]4)[CH:15]=3)[CH:10]=[N:9]2)=[CH:5][CH:4]=1.Cl.C(Cl)Cl.CO. Product: [CH3:1][O:2][C:3]1[CH:4]=[CH:5][C:6]([CH2:7][N:8]2[C:16]3[C:11](=[CH:12][CH:13]=[C:14]([N:17]4[CH2:18][CH2:19][NH:20][CH2:21][CH2:22]4)[CH:15]=3)[CH:10]=[N:9]2)=[CH:30][CH:31]=1. The catalyst class is: 5. (8) Reactant: C([N:4]1[C:12]2[C:7](=[CH:8][C:9]([N+:13]([O-:15])=[O:14])=[CH:10][CH:11]=2)[C:6](=[C:16](OCC)[C:17]2[CH:22]=[CH:21][CH:20]=[CH:19][CH:18]=2)[C:5]1=[O:26])(=O)C.[CH2:27]([N:29]([CH2:39][CH3:40])[CH2:30][CH2:31][C:32]1[CH:38]=[CH:37][C:35]([NH2:36])=[CH:34][CH:33]=1)[CH3:28].[OH-].[Na+]. Product: [CH2:39]([N:29]([CH2:27][CH3:28])[CH2:30][CH2:31][C:32]1[CH:33]=[CH:34][C:35]([NH:36]/[C:16](=[C:6]2\[C:5](=[O:26])[NH:4][C:12]3[C:7]\2=[CH:8][C:9]([N+:13]([O-:15])=[O:14])=[CH:10][CH:11]=3)/[C:17]2[CH:22]=[CH:21][CH:20]=[CH:19][CH:18]=2)=[CH:37][CH:38]=1)[CH3:40]. The catalyst class is: 121. (9) Reactant: [CH2:1]([N:4]1[CH2:9][CH2:8][NH:7][CH2:6][CH2:5]1)[CH:2]=[CH2:3].C1(P(C2C=CC=CC=2)C2C=CC3C(=CC=CC=3)C=2C2C3C(=CC=CC=3)C=CC=2P(C2C=CC=CC=2)C2C=CC=CC=2)C=CC=CC=1.C(=O)([O-])[O-].[Cs+].[Cs+].Br[C:63]1[CH:64]=[CH:65][C:66]([N+:69]([O-:71])=[O:70])=[N:67][CH:68]=1.[Cl-].[NH4+]. Product: [CH2:1]([N:4]1[CH2:9][CH2:8][N:7]([C:63]2[CH:68]=[N:67][C:66]([N+:69]([O-:71])=[O:70])=[CH:65][CH:64]=2)[CH2:6][CH2:5]1)[CH:2]=[CH2:3]. The catalyst class is: 101.